Dataset: Reaction yield outcomes from USPTO patents with 853,638 reactions. Task: Predict the reaction yield, written as a fraction of the theoretical maximum amount of product (1.0 means a 100% yield; for example, 0.34 means a 34% yield). The reactants are [NH2:1][C:2]1[N:3]([C:14]2[CH:19]=[CH:18][C:17]([CH2:20][CH2:21][OH:22])=[CH:16][CH:15]=2)[C:4]([CH3:13])=[C:5]([C:7]2[CH:12]=[CH:11][CH:10]=[CH:9][CH:8]=2)[N:6]=1.[C:23]1([CH3:35])[CH:28]=[CH:27][C:26]([S:29]([N:32]=[C:33]=[O:34])(=[O:31])=[O:30])=[CH:25][CH:24]=1. The catalyst is ClCCl. The product is [CH3:35][C:23]1[CH:28]=[CH:27][C:26]([S:29]([NH:32][C:33](=[O:34])[O:22][CH2:21][CH2:20][C:17]2[CH:16]=[CH:15][C:14]([N:3]3[C:4]([CH3:13])=[C:5]([C:7]4[CH:12]=[CH:11][CH:10]=[CH:9][CH:8]=4)[N:6]=[C:2]3[NH2:1])=[CH:19][CH:18]=2)(=[O:31])=[O:30])=[CH:25][CH:24]=1. The yield is 0.0480.